This data is from Full USPTO retrosynthesis dataset with 1.9M reactions from patents (1976-2016). The task is: Predict the reactants needed to synthesize the given product. (1) Given the product [OH:2][CH2:1][C:3]1[CH:11]=[C:10]2[C:6]([CH:7]=[CH:8][N:9]2[C:12]([O:14][C:15]([CH3:18])([CH3:17])[CH3:16])=[O:13])=[CH:5][CH:4]=1, predict the reactants needed to synthesize it. The reactants are: [CH:1]([C:3]1[CH:11]=[C:10]2[C:6]([CH:7]=[CH:8][N:9]2[C:12]([O:14][C:15]([CH3:18])([CH3:17])[CH3:16])=[O:13])=[CH:5][CH:4]=1)=[O:2].[BH4-].[Na+]. (2) The reactants are: [C:1]([O:5][C:6]([N:8]1[CH2:12][CH2:11][CH2:10][C@@:9]1([CH3:16])[C:13](O)=[O:14])=[O:7])([CH3:4])([CH3:3])[CH3:2].O. Given the product [C:1]([O:5][C:6]([N:8]1[CH2:12][CH2:11][CH2:10][C:9]1([CH2:13][OH:14])[CH3:16])=[O:7])([CH3:4])([CH3:3])[CH3:2], predict the reactants needed to synthesize it. (3) Given the product [CH2:1]([N:8]1[CH2:13][CH2:12][N:11]([CH2:14][C:15]2[CH:20]=[CH:19][CH:18]=[CH:17][CH:16]=2)[CH2:10][CH:9]1[CH:27]=[CH2:28])[C:2]1[CH:7]=[CH:6][CH:5]=[CH:4][CH:3]=1, predict the reactants needed to synthesize it. The reactants are: [CH2:1]([N:8]1[CH2:13][CH2:12][N:11]([CH2:14][C:15]2[CH:20]=[CH:19][CH:18]=[CH:17][CH:16]=2)[CH2:10][CH:9]1C(OCC)=O)[C:2]1[CH:7]=[CH:6][CH:5]=[CH:4][CH:3]=1.[H-].[CH2:27]([Al+]CC(C)C)[CH:28](C)C.[Cl-].[NH4+].[I-].C[P+](C1C=CC=CC=1)(C1C=CC=CC=1)C1C=CC=CC=1.[Li]. (4) The reactants are: [Li+].[OH-].[CH2:3]([CH:5]([CH2:39][CH3:40])[C@H:6]([NH:29][C:30]([C@H:32]1[CH2:37][CH2:36][CH2:35][CH2:34][N:33]1[CH3:38])=[O:31])[C:7]([N:9]([C@@H:13]([CH:26]([CH3:28])[CH3:27])[CH2:14][C@H:15]([C:17]1[S:18][CH:19]=[C:20]([C:22]([O:24]C)=[O:23])[N:21]=1)[OH:16])[CH2:10][CH2:11][CH3:12])=[O:8])[CH3:4]. Given the product [CH2:39]([CH:5]([CH2:3][CH3:4])[C@H:6]([NH:29][C:30]([C@H:32]1[CH2:37][CH2:36][CH2:35][CH2:34][N:33]1[CH3:38])=[O:31])[C:7]([N:9]([C@@H:13]([CH:26]([CH3:27])[CH3:28])[CH2:14][C@H:15]([C:17]1[S:18][CH:19]=[C:20]([C:22]([OH:24])=[O:23])[N:21]=1)[OH:16])[CH2:10][CH2:11][CH3:12])=[O:8])[CH3:40], predict the reactants needed to synthesize it. (5) Given the product [CH2:32]([O:34][C:35]([CH:37]1[CH2:42][CH2:41][N:40]([S:28]([C:25]2[CH:24]=[CH:23][C:22]([CH:7]([C:8](=[O:21])[NH:9][C:10]3[S:11][C:12]4[C:17]([N:18]=3)=[CH:16][CH:15]=[C:14]([O:19][CH3:20])[N:13]=4)[CH2:6][CH:1]3[CH2:2][CH2:3][CH2:4][CH2:5]3)=[CH:27][CH:26]=2)(=[O:30])=[O:29])[CH2:39][CH2:38]1)=[O:36])[CH3:33], predict the reactants needed to synthesize it. The reactants are: [CH:1]1([CH2:6][CH:7]([C:22]2[CH:27]=[CH:26][C:25]([S:28](Cl)(=[O:30])=[O:29])=[CH:24][CH:23]=2)[C:8](=[O:21])[NH:9][C:10]2[S:11][C:12]3[C:17]([N:18]=2)=[CH:16][CH:15]=[C:14]([O:19][CH3:20])[N:13]=3)[CH2:5][CH2:4][CH2:3][CH2:2]1.[CH2:32]([O:34][C:35]([CH:37]1[CH2:42][CH2:41][NH:40][CH2:39][CH2:38]1)=[O:36])[CH3:33].C(N(C(C)C)CC)(C)C. (6) Given the product [CH3:20][N:19]([CH2:18][C:14]1[N:13]([C:6]2[CH:7]=[C:2]([CH:3]=[C:4]([C:9]([F:10])([F:12])[F:11])[CH:5]=2)[NH2:1])[CH:17]=[CH:16][N:15]=1)[CH3:21], predict the reactants needed to synthesize it. The reactants are: [NH2:1][C:2]1[CH:3]=[C:4]([C:9]([F:12])([F:11])[F:10])[CH:5]=[C:6](Br)[CH:7]=1.[NH:13]1[CH:17]=[CH:16][N:15]=[C:14]1[CH2:18][N:19]([CH3:21])[CH3:20].OC1C=CC=C2C=1N=CC=C2.C([O-])([O-])=O.[K+].[K+]. (7) Given the product [OH:8][CH:9]1[CH2:25][CH2:26][N:14]([C:15]([O:16][CH2:17][C:18]2[CH:19]=[CH:20][CH:21]=[CH:22][CH:23]=2)=[O:24])[C@H:10]1[CH:11]([CH3:12])[CH3:13], predict the reactants needed to synthesize it. The reactants are: [Si]([O:8][CH:9]([CH2:25][CH2:26]O)[C@@H:10]([NH:14][C:15](=[O:24])[O:16][CH2:17][C:18]1[CH:23]=[CH:22][CH:21]=[CH:20][CH:19]=1)[CH:11]([CH3:13])[CH3:12])(C(C)(C)C)(C)C.C(N(CC)CC)C.CS(Cl)(=O)=O.C(OCC)(=O)C.